From a dataset of Reaction yield outcomes from USPTO patents with 853,638 reactions. Predict the reaction yield, written as a fraction of the theoretical maximum amount of product (1.0 means a 100% yield; for example, 0.34 means a 34% yield). The reactants are Br[C:2]1[CH:7]=[CH:6][C:5]([CH2:8][O:9][C:10]2[CH:15]=[CH:14][CH:13]=[CH:12][CH:11]=2)=[CH:4][C:3]=1[N+:16]([O-:18])=[O:17].[SH:19][C:20]1[CH:25]=[CH:24][C:23]([OH:26])=[CH:22][CH:21]=1.C(=O)([O-])[O-].[K+].[K+]. The catalyst is CN(C=O)C. The product is [N+:16]([C:3]1[CH:4]=[C:5]([CH2:8][O:9][C:10]2[CH:15]=[CH:14][CH:13]=[CH:12][CH:11]=2)[CH:6]=[CH:7][C:2]=1[S:19][C:20]1[CH:25]=[CH:24][C:23]([OH:26])=[CH:22][CH:21]=1)([O-:18])=[O:17]. The yield is 0.840.